The task is: Regression/Classification. Given a drug SMILES string, predict its toxicity properties. Task type varies by dataset: regression for continuous values (e.g., LD50, hERG inhibition percentage) or binary classification for toxic/non-toxic outcomes (e.g., AMES mutagenicity, cardiotoxicity, hepatotoxicity). Dataset: ames.. This data is from Ames mutagenicity test results for genotoxicity prediction. (1) The molecule is FC(Cl)(Cl)Cl. The result is 0 (non-mutagenic). (2) The compound is CCOc1cc(C=O)ccc1O. The result is 0 (non-mutagenic). (3) The compound is Clc1ccnc2ccccc12. The result is 1 (mutagenic). (4) The drug is COc1cccc2c1C(=O)c1c(O)c3c(c(O)c1C2=O)C(OC1CC(N(C)C)C(O)C(C)O1)CC(O)(C(=O)CO)C3. The result is 1 (mutagenic). (5) The compound is C=CC(=O)OC[C@H](Br)CBr. The result is 1 (mutagenic). (6) The compound is COc1ccc(O)cc1. The result is 0 (non-mutagenic). (7) The compound is CC(Cl)CN(C)C. The result is 1 (mutagenic).